Predict the reaction yield, written as a fraction of the theoretical maximum amount of product (1.0 means a 100% yield; for example, 0.34 means a 34% yield). From a dataset of Reaction yield outcomes from USPTO patents with 853,638 reactions. (1) The product is [F:1][C:2]1[CH:7]=[CH:6][C:5]([S:8]([N:11]2[C:15]([C:16]3[CH:21]=[CH:20][CH:19]=[CH:18][CH:17]=3)=[CH:14][C:13]([CH2:22][NH:32][CH3:31])=[CH:12]2)(=[O:10])=[O:9])=[CH:4][CH:3]=1. The reactants are [F:1][C:2]1[CH:7]=[CH:6][C:5]([S:8]([N:11]2[C:15]([C:16]3[CH:21]=[CH:20][CH:19]=[CH:18][CH:17]=3)=[CH:14][C:13]([CH:22]=O)=[CH:12]2)(=[O:10])=[O:9])=[CH:4][CH:3]=1.C([CH2:31][NH2:32])C1C=CC=CC=1.C(O[BH-](OC(=O)C)OC(=O)C)(=O)C.[Na+].C(=O)([O-])O.[Na+]. The yield is 0.330. The catalyst is O1CCCC1. (2) The yield is 0.410. The reactants are [CH2:1]([S:3]([N:6]1[CH2:11][CH2:10][CH:9]([C:12]2[C:20]3[C:15](=[C:16]([C:26]#[N:27])[CH:17]=[C:18]([NH:21][CH2:22][CH:23]([CH3:25])[CH3:24])[CH:19]=3)[N:14](COCC[Si](C)(C)C)[CH:13]=2)[CH2:8][CH2:7]1)(=[O:5])=[O:4])[CH3:2].S(=O)(=O)(O)[OH:37].C(=O)(O)[O-].[Na+].[OH-].[Na+]. The catalyst is O.CCOC(C)=O. The product is [CH2:1]([S:3]([N:6]1[CH2:11][CH2:10][CH:9]([C:12]2[C:20]3[C:15](=[C:16]([C:26]([NH2:27])=[O:37])[CH:17]=[C:18]([NH:21][CH2:22][CH:23]([CH3:25])[CH3:24])[CH:19]=3)[NH:14][CH:13]=2)[CH2:8][CH2:7]1)(=[O:4])=[O:5])[CH3:2]. (3) The reactants are [Cl:1][C:2]1[C:10]2[N:9]=[C:8]3[NH:11][CH2:12][CH2:13][CH2:14][CH2:15][N:7]3[C:6]=2[C:5]([CH:16]([CH2:19][CH3:20])[CH2:17][CH3:18])=[CH:4][CH:3]=1.Br[C:22]1[C:27]([Cl:28])=[CH:26][C:25]([C:29]([F:32])([F:31])[F:30])=[CH:24][N:23]=1.N1C=CC=CC=1C1C=CC=CN=1.C(=O)([O-])[O-].[Cs+].[Cs+]. The catalyst is CN1CCCC1=O.C(OCC)(=O)C.[Cu]I. The product is [Cl:1][C:2]1[C:10]2[N:9]=[C:8]3[N:11]([C:22]4[C:27]([Cl:28])=[CH:26][C:25]([C:29]([F:32])([F:30])[F:31])=[CH:24][N:23]=4)[CH2:12][CH2:13][CH2:14][CH2:15][N:7]3[C:6]=2[C:5]([CH:16]([CH2:19][CH3:20])[CH2:17][CH3:18])=[CH:4][CH:3]=1. The yield is 0.430. (4) The reactants are [F:1][C:2]([F:43])([F:42])[C:3]1[CH:4]=[C:5]([CH:35]=[C:36]([C:38]([F:41])([F:40])[F:39])[CH:37]=1)[CH2:6][N:7]1[C:11](Cl)=[C:10]([C:13]([C:15]2[C:16]([C:27]([CH3:34])([O:29][Si](C)(C)C)[CH3:28])=[N:17][O:18][C:19]=2[C:20]2[CH:25]=[CH:24][CH:23]=[CH:22][C:21]=2[Cl:26])=[O:14])[N:9]=[N:8]1.[NH:44]1[CH:48]=[CH:47][N:46]=[CH:45]1. The catalyst is CS(C)=O.CCOC(C)=O. The product is [F:43][C:2]([F:1])([F:42])[C:3]1[CH:4]=[C:5]([CH:35]=[C:36]([C:38]([F:41])([F:39])[F:40])[CH:37]=1)[CH2:6][N:7]1[C:11]([N:44]2[CH:48]=[CH:47][N:46]=[CH:45]2)=[C:10]([C:13]([C:15]2[C:16]([C:27]([OH:29])([CH3:28])[CH3:34])=[N:17][O:18][C:19]=2[C:20]2[CH:25]=[CH:24][CH:23]=[CH:22][C:21]=2[Cl:26])=[O:14])[N:9]=[N:8]1. The yield is 0.490. (5) The catalyst is C1COCC1.C(OCC)(=O)C. The reactants are [CH3:1][O:2][C:3](=[O:13])[CH2:4][N:5]1[CH2:10][CH2:9][C:8]([F:12])([F:11])[CH2:7][CH2:6]1.[CH:14]([N-:17]C(C)C)(C)[CH3:15].[Li+].CCCCCCC.C1COCC1.C(C1C=CC=CC=1)C.BrCC#N.[NH4+].[Cl-]. The product is [CH3:1][O:2][C:3](=[O:13])[CH:4]([N:5]1[CH2:6][CH2:7][C:8]([F:11])([F:12])[CH2:9][CH2:10]1)[CH2:15][C:14]#[N:17]. The yield is 0.220. (6) The reactants are [CH2:1]1[CH:6]2[CH2:7][C:8]3([NH2:11])[CH2:10][CH:4]([CH2:5]2)[CH2:3][CH:2]1[CH2:9]3.[O:12]1[CH:16]=[CH:15][CH:14]=[C:13]1[C:17]1[O:21][N:20]=[C:19]([CH:22]=O)[CH:18]=1. No catalyst specified. The product is [O:12]1[CH:16]=[CH:15][CH:14]=[C:13]1[C:17]1[O:21][N:20]=[C:19]([CH2:22][NH:11][C:8]23[CH2:10][CH:4]4[CH2:5][CH:6]([CH2:1][CH:2]([CH2:3]4)[CH2:9]2)[CH2:7]3)[CH:18]=1. The yield is 0.620. (7) The reactants are [C:1]([O:5][C:6]([N:8]1[C:13]2[CH:14]=[C:15]([Cl:19])[C:16]([NH2:18])=[CH:17][C:12]=2[O:11][CH:10]([C:20]([N:22]2[CH2:27][CH2:26][C:25]([C:36]#[N:37])([CH2:28][C:29]3[CH:34]=[CH:33][C:32]([F:35])=[CH:31][CH:30]=3)[CH2:24][CH2:23]2)=[O:21])[CH2:9]1)=[O:7])([CH3:4])([CH3:3])[CH3:2].N(OC(C)(C)C)=O.[Si]([N:49]=[N+:50]=[N-])(C)(C)C. The catalyst is C(#N)C. The product is [C:1]([O:5][C:6]([N:8]1[C:13]2[CH:14]=[C:15]([Cl:19])[C:16]([N:18]=[N+:49]=[N-:50])=[CH:17][C:12]=2[O:11][CH:10]([C:20]([N:22]2[CH2:27][CH2:26][C:25]([C:36]#[N:37])([CH2:28][C:29]3[CH:30]=[CH:31][C:32]([F:35])=[CH:33][CH:34]=3)[CH2:24][CH2:23]2)=[O:21])[CH2:9]1)=[O:7])([CH3:4])([CH3:2])[CH3:3]. The yield is 0.710.